Predict the product of the given reaction. From a dataset of Forward reaction prediction with 1.9M reactions from USPTO patents (1976-2016). (1) Given the reactants [Br:1][C:2]1[S:6][C:5]2=[C:7](C(O)=O)[N:8]=[CH:9][N:4]2[CH:3]=1.C1CCN2C(=NCCC2)CC1, predict the reaction product. The product is: [Br:1][C:2]1[S:6][C:5]2=[CH:7][N:8]=[CH:9][N:4]2[CH:3]=1. (2) Given the reactants [C:1]([O:5][C:6](=[O:15])[NH:7][C:8]1[CH:13]=[CH:12][C:11]([OH:14])=[CH:10][CH:9]=1)([CH3:4])([CH3:3])[CH3:2].N1C=CC=CC=1.ClC(Cl)(O[C:26](=[O:32])OC(Cl)(Cl)Cl)Cl.Cl.[CH2:35]1[C:44]2[C:39](=[CH:40][CH:41]=[CH:42][CH:43]=2)[CH2:38][CH2:37][N:36]1[NH2:45], predict the reaction product. The product is: [C:1]([O:5][C:6]([NH:7][C:8]1[CH:9]=[CH:10][C:11]([O:14][C:26](=[O:32])[NH:45][N:36]2[CH2:37][CH2:38][C:39]3[C:44](=[CH:43][CH:42]=[CH:41][CH:40]=3)[CH2:35]2)=[CH:12][CH:13]=1)=[O:15])([CH3:4])([CH3:2])[CH3:3]. (3) Given the reactants [C:1](=[N:14][C:15]1[CH:16]=[CH:17][C:18]([F:32])=[C:19]([C@:21]2([CH3:31])[CH2:27][C:26]([CH3:29])([CH3:28])[O:25][CH2:24][C:23](=O)[NH:22]2)[CH:20]=1)([C:8]1[CH:13]=[CH:12][CH:11]=[CH:10][CH:9]=1)[C:2]1[CH:7]=[CH:6][CH:5]=[CH:4][CH:3]=1.COC1C=CC(P2(=S)SP(=S)(C3C=CC(OC)=CC=3)[S:42]2)=CC=1, predict the reaction product. The product is: [C:1](=[N:14][C:15]1[CH:16]=[CH:17][C:18]([F:32])=[C:19]([C@:21]2([CH3:31])[CH2:27][C:26]([CH3:29])([CH3:28])[O:25][CH2:24][C:23](=[S:42])[NH:22]2)[CH:20]=1)([C:8]1[CH:13]=[CH:12][CH:11]=[CH:10][CH:9]=1)[C:2]1[CH:7]=[CH:6][CH:5]=[CH:4][CH:3]=1. (4) The product is: [CH2:16]([O:15][C:13](=[O:14])[CH2:12][C:2]1[CH:7]=[CH:6][N:5]2[CH:8]=[CH:9][N:10]=[C:4]2[CH:3]=1)[CH3:17]. Given the reactants Br[C:2]1[CH:7]=[CH:6][N:5]2[CH:8]=[CH:9][N:10]=[C:4]2[CH:3]=1.C(OCC)(=O)[CH2:12][C:13]([O:15][CH2:16][CH3:17])=[O:14].C(=O)([O-])[O-].[Cs+].[Cs+].N1C=CC=CC=1C(O)=O, predict the reaction product. (5) The product is: [CH:11]([N:9]1[CH2:10][C:5]2[C:4]([NH:15][CH2:16][C:17]3[N:18]=[CH:19][C:20]4[C:25]([CH:26]=3)=[CH:24][CH:23]=[CH:22][CH:21]=4)=[N:3][C:2]([N:32]3[CH2:31][CH2:30][N:29]([C:34]([O:36][C:37]([CH3:40])([CH3:39])[CH3:38])=[O:35])[C@H:28]([CH3:27])[CH2:33]3)=[N:7][C:6]=2[C:8]1=[O:14])([CH3:13])[CH3:12]. Given the reactants Cl[C:2]1[N:3]=[C:4]([NH:15][CH2:16][C:17]2[N:18]=[CH:19][C:20]3[C:25]([CH:26]=2)=[CH:24][CH:23]=[CH:22][CH:21]=3)[C:5]2[CH2:10][N:9]([CH:11]([CH3:13])[CH3:12])[C:8](=[O:14])[C:6]=2[N:7]=1.[CH3:27][C@@H:28]1[CH2:33][NH:32][CH2:31][CH2:30][N:29]1[C:34]([O:36][C:37]([CH3:40])([CH3:39])[CH3:38])=[O:35].CCN(C(C)C)C(C)C, predict the reaction product. (6) Given the reactants [C@H:1]12[CH2:26][C@H:4]([N:5]([CH2:7][C:8]3[N:12]([C:13]4[CH:14]=[C:15]([CH:19]=[C:20]([C:22]([F:25])([F:24])[F:23])[CH:21]=4)[C:16]([NH2:18])=O)[N:11]=[N:10][N:9]=3)[CH2:6]1)[CH2:3][O:2]2.C(N(CC)CC)C.FC(F)(F)C(OC(=O)C(F)(F)F)=O, predict the reaction product. The product is: [C@H:1]12[CH2:26][C@H:4]([N:5]([CH2:7][C:8]3[N:12]([C:13]4[CH:14]=[C:15]([CH:19]=[C:20]([C:22]([F:23])([F:25])[F:24])[CH:21]=4)[C:16]#[N:18])[N:11]=[N:10][N:9]=3)[CH2:6]1)[CH2:3][O:2]2. (7) Given the reactants [C:1]([OH:20])(=[O:19])[CH2:2][CH2:3][CH2:4][CH2:5][CH2:6][CH2:7][CH2:8][CH2:9][CH2:10][CH2:11][CH2:12][CH2:13][CH2:14][CH2:15][CH:16]([CH3:18])[CH3:17].[O-2].[Zn+2:22], predict the reaction product. The product is: [C:1]([O-:20])(=[O:19])[CH2:2][CH2:3][CH2:4][CH2:5][CH2:6][CH2:7][CH2:8][CH2:9][CH2:10][CH2:11][CH2:12][CH2:13][CH2:14][CH2:15][CH:16]([CH3:17])[CH3:18].[Zn+2:22].[C:1]([O-:20])(=[O:19])[CH2:2][CH2:3][CH2:4][CH2:5][CH2:6][CH2:7][CH2:8][CH2:9][CH2:10][CH2:11][CH2:12][CH2:13][CH2:14][CH2:15][CH:16]([CH3:17])[CH3:18]. (8) The product is: [CH3:15][C:14]1[N:13]=[C:12]([N:16]2[C:20](=[O:21])[NH:19][C:18]([C:22]3([C:26]([F:29])([F:28])[F:27])[CH2:25][CH2:24][CH2:23]3)=[N:17]2)[CH:11]=[CH:10][C:9]=1[O:8][C:6]1[CH:5]=[CH:4][N:3]=[C:2]([C:34]2[CH:33]=[N:32][N:31]([CH3:30])[CH:35]=2)[CH:7]=1. Given the reactants Cl[C:2]1[CH:7]=[C:6]([O:8][C:9]2[CH:10]=[CH:11][C:12]([N:16]3[C:20](=[O:21])[NH:19][C:18]([C:22]4([C:26]([F:29])([F:28])[F:27])[CH2:25][CH2:24][CH2:23]4)=[N:17]3)=[N:13][C:14]=2[CH3:15])[CH:5]=[CH:4][N:3]=1.[CH3:30][N:31]1[CH:35]=[C:34](B2OC(C)(C)C(C)(C)O2)[CH:33]=[N:32]1.C([O-])([O-])=O.[Cs+].[Cs+], predict the reaction product. (9) Given the reactants [H-].[Na+].[CH3:3][N:4]1[C:8]([C:9]2[CH:18]=[CH:17][CH:16]=[C:15]3[C:10]=2[CH:11]=[CH:12][C:13]([CH3:19])=[N:14]3)=[N:7][NH:6][C:5]1=[S:20].Br[CH2:22][CH2:23][CH2:24][Cl:25], predict the reaction product. The product is: [Cl:25][CH2:24][CH2:23][CH2:22][S:20][C:5]1[N:4]([CH3:3])[C:8]([C:9]2[CH:18]=[CH:17][CH:16]=[C:15]3[C:10]=2[CH:11]=[CH:12][C:13]([CH3:19])=[N:14]3)=[N:7][N:6]=1.